From a dataset of Peptide-MHC class I binding affinity with 185,985 pairs from IEDB/IMGT. Regression. Given a peptide amino acid sequence and an MHC pseudo amino acid sequence, predict their binding affinity value. This is MHC class I binding data. The peptide sequence is DPPIPYSRV. The MHC is HLA-B35:01 with pseudo-sequence HLA-B35:01. The binding affinity (normalized) is 0.